Dataset: Full USPTO retrosynthesis dataset with 1.9M reactions from patents (1976-2016). Task: Predict the reactants needed to synthesize the given product. Given the product [CH3:30][O:29][CH2:28][CH:27]([OH:31])[CH2:26][N:2]1[CH:3]=[C:4]([B:6]2[O:7][C:8]([CH3:9])([CH3:10])[C:11]([CH3:13])([CH3:12])[O:14]2)[CH:5]=[N:1]1, predict the reactants needed to synthesize it. The reactants are: [NH:1]1[CH:5]=[C:4]([B:6]2[O:14][C:11]([CH3:13])([CH3:12])[C:8]([CH3:10])([CH3:9])[O:7]2)[CH:3]=[N:2]1.C[Si]([N-][Si](C)(C)C)(C)C.[Na+].Cl[CH2:26][CH:27]([OH:31])[CH2:28][O:29][CH3:30].C(N(CC)CC)C.